Dataset: Full USPTO retrosynthesis dataset with 1.9M reactions from patents (1976-2016). Task: Predict the reactants needed to synthesize the given product. Given the product [NH2:21][C:20]1[NH:22][C:4](=[O:3])[C:5]([F:13])=[C:6]([C:8]2[O:9][CH:10]=[CH:11][CH:12]=2)[N:19]=1, predict the reactants needed to synthesize it. The reactants are: C([O:3][C:4](=O)[CH:5]([F:13])[C:6]([C:8]1[O:9][CH:10]=[CH:11][CH:12]=1)=O)C.C(=O)(O)O.[NH2:19][C:20]([NH2:22])=[NH:21].Cl.